From a dataset of Full USPTO retrosynthesis dataset with 1.9M reactions from patents (1976-2016). Predict the reactants needed to synthesize the given product. (1) Given the product [Br:23][C:24]1[CH:25]=[C:26](/[CH:27]=[CH:28]/[C:29]([NH:1][C:2]2([C:8]([NH:10][CH2:11][CH2:12][C:13]3[C:21]4[C:16](=[CH:17][CH:18]=[C:19]([F:22])[CH:20]=4)[NH:15][CH:14]=3)=[O:9])[CH2:7][CH2:6][CH2:5][CH2:4][CH2:3]2)=[O:30])[CH:32]=[CH:33][C:34]=1[F:35], predict the reactants needed to synthesize it. The reactants are: [NH2:1][C:2]1([C:8]([NH:10][CH2:11][CH2:12][C:13]2[C:21]3[C:16](=[CH:17][CH:18]=[C:19]([F:22])[CH:20]=3)[NH:15][CH:14]=2)=[O:9])[CH2:7][CH2:6][CH2:5][CH2:4][CH2:3]1.[Br:23][C:24]1[CH:25]=[C:26]([CH:32]=[CH:33][C:34]=1[F:35])[CH:27]=[CH:28][C:29](O)=[O:30].C(N(C(C)C)CC)(C)C.F[P-](F)(F)(F)(F)F.N1(OC(N(C)C)=[N+](C)C)C2N=CC=CC=2N=N1. (2) Given the product [CH3:1][C:2]1[CH:3]=[N:4][N:5]([C:7]2([C:10]([OH:12])=[O:11])[CH2:8][CH2:9]2)[CH:6]=1, predict the reactants needed to synthesize it. The reactants are: [CH3:1][C:2]1[CH:3]=[N:4][N:5]([C:7]2([C:10]([O:12]C(C)(C)C)=[O:11])[CH2:9][CH2:8]2)[CH:6]=1.FC(F)(F)C(O)=O. (3) Given the product [CH3:30][C:4]([NH:6][C:7]([C:9]1[CH:10]=[CH:11][C:12]2[CH:16]=[CH:15][S:14][C:13]=2[C:17]=1[O:18][CH2:19][C:20]1[CH:21]=[CH:22][C:23]([C:26]([F:28])([F:29])[F:27])=[CH:24][CH:25]=1)=[O:8])([CH3:5])[C:3]([OH:31])=[O:2], predict the reactants needed to synthesize it. The reactants are: C[O:2][C:3](=[O:31])[C:4]([CH3:30])([NH:6][C:7]([C:9]1[CH:10]=[CH:11][C:12]2[CH:16]=[CH:15][S:14][C:13]=2[C:17]=1[O:18][CH2:19][C:20]1[CH:25]=[CH:24][C:23]([C:26]([F:29])([F:28])[F:27])=[CH:22][CH:21]=1)=[O:8])[CH3:5].[Li+].[OH-].Cl.